Dataset: Peptide-MHC class I binding affinity with 185,985 pairs from IEDB/IMGT. Task: Regression. Given a peptide amino acid sequence and an MHC pseudo amino acid sequence, predict their binding affinity value. This is MHC class I binding data. (1) The peptide sequence is MEFEPFQSL. The MHC is HLA-B15:01 with pseudo-sequence HLA-B15:01. The binding affinity (normalized) is 0.271. (2) The binding affinity (normalized) is 0.456. The MHC is HLA-A23:01 with pseudo-sequence HLA-A23:01. The peptide sequence is CFISVNDRLV. (3) The peptide sequence is LVLFDLDED. The MHC is HLA-A24:02 with pseudo-sequence HLA-A24:02. The binding affinity (normalized) is 0. (4) The binding affinity (normalized) is 0.213. The peptide sequence is YDAPGWLIW. The MHC is HLA-A02:01 with pseudo-sequence HLA-A02:01. (5) The peptide sequence is MHINSPFKV. The MHC is Mamu-B17 with pseudo-sequence Mamu-B17. The binding affinity (normalized) is 0.561. (6) The peptide sequence is REGKIVGLY. The MHC is HLA-B40:01 with pseudo-sequence HLA-B40:01. The binding affinity (normalized) is 0.336. (7) The peptide sequence is AMPNLYKMQR. The MHC is HLA-A68:01 with pseudo-sequence HLA-A68:01. The binding affinity (normalized) is 0.299. (8) The peptide sequence is SGVELPGGYCL. The MHC is H-2-Db with pseudo-sequence H-2-Db. The binding affinity (normalized) is 0. (9) The peptide sequence is VYLPGRGGV. The MHC is HLA-A02:06 with pseudo-sequence HLA-A02:06. The binding affinity (normalized) is 0.110. (10) The peptide sequence is NASPVAQSY. The MHC is HLA-A02:03 with pseudo-sequence HLA-A02:03. The binding affinity (normalized) is 0.